This data is from Peptide-MHC class II binding affinity with 134,281 pairs from IEDB. The task is: Regression. Given a peptide amino acid sequence and an MHC pseudo amino acid sequence, predict their binding affinity value. This is MHC class II binding data. The peptide sequence is AGSYAADLGYGPATP. The MHC is HLA-DPA10201-DPB11401 with pseudo-sequence HLA-DPA10201-DPB11401. The binding affinity (normalized) is 0.0517.